From a dataset of Reaction yield outcomes from USPTO patents with 853,638 reactions. Predict the reaction yield, written as a fraction of the theoretical maximum amount of product (1.0 means a 100% yield; for example, 0.34 means a 34% yield). (1) The reactants are [OH:1][C:2]([CH3:35])([CH3:34])[CH2:3][C@@:4]1([C:28]2[CH:33]=[CH:32][CH:31]=[CH:30][CH:29]=2)[O:9][C:8](=[O:10])[N:7]([C@H:11]([C:13]2[CH:18]=[CH:17][C:16](B3OC(C)(C)C(C)(C)O3)=[CH:15][CH:14]=2)[CH3:12])[CH2:6][CH2:5]1.Br[C:37]1[CH:42]=[CH:41][N:40]([CH3:43])[C:39](=[O:44])[CH:38]=1.C([O-])([O-])=O.[Cs+].[Cs+]. The catalyst is O1CCOCC1.Cl[Pd](Cl)([P](C1C=CC=CC=1)(C1C=CC=CC=1)C1C=CC=CC=1)[P](C1C=CC=CC=1)(C1C=CC=CC=1)C1C=CC=CC=1. The product is [OH:1][C:2]([CH3:34])([CH3:35])[CH2:3][C@@:4]1([C:28]2[CH:33]=[CH:32][CH:31]=[CH:30][CH:29]=2)[O:9][C:8](=[O:10])[N:7]([C@H:11]([C:13]2[CH:14]=[CH:15][C:16]([C:37]3[CH:42]=[CH:41][N:40]([CH3:43])[C:39](=[O:44])[CH:38]=3)=[CH:17][CH:18]=2)[CH3:12])[CH2:6][CH2:5]1. The yield is 0.430. (2) The product is [Cl:1][C:2]1[CH:3]=[CH:4][C:5]([OH:11])=[C:6]([CH:10]=1)[C:7]([NH:12][C:13]1[S:14][CH:15]=[C:16]([C:18]2[CH:19]=[CH:20][C:21]([O:24][CH3:25])=[CH:22][CH:23]=2)[N:17]=1)=[O:9]. No catalyst specified. The yield is 0.164. The reactants are [Cl:1][C:2]1[CH:10]=[C:6]([C:7]([OH:9])=O)[C:5]([OH:11])=[CH:4][CH:3]=1.[NH2:12][C:13]1[S:14][CH:15]=[C:16]([C:18]2[CH:23]=[CH:22][C:21]([O:24][CH3:25])=[CH:20][CH:19]=2)[N:17]=1. (3) The reactants are [Cl:1][C:2]1[CH:7]=[CH:6][C:5]([NH:8][NH2:9])=[C:4]([CH3:10])[CH:3]=1.[C:11]([O:16][CH2:17][CH3:18])(=[O:15])[C:12]([CH3:14])=O.C([O-])(O)=O.[Na+]. The catalyst is C(O)(=O)C. The product is [CH2:17]([O:16][C:11](=[O:15])[C:12](=[N:9][NH:8][C:5]1[CH:6]=[CH:7][C:2]([Cl:1])=[CH:3][C:4]=1[CH3:10])[CH3:14])[CH3:18]. The yield is 0.970. (4) The reactants are [Cl:1][C:2]1[CH:3]=[C:4]([CH2:9][C:10]2[N:15]([C:16]([O:18][CH2:19][CH3:20])=[O:17])[CH2:14][CH2:13][C:12](=[O:21])[CH:11]=2)[CH:5]=[CH:6][C:7]=1[Cl:8].CCC(C)[BH-](C(C)CC)C(C)CC.[Li+].O. The catalyst is C1COCC1. The product is [Cl:1][C:2]1[CH:3]=[C:4]([CH2:9][CH:10]2[CH2:11][C:12](=[O:21])[CH2:13][CH2:14][N:15]2[C:16]([O:18][CH2:19][CH3:20])=[O:17])[CH:5]=[CH:6][C:7]=1[Cl:8]. The yield is 0.348. (5) The reactants are [C:1]([O:5][C:6](=[O:33])[NH:7][C@@H:8]([CH2:23][C:24]1[CH:29]=[CH:28][CH:27]=[C:26]([CH2:30][CH:31]=[CH2:32])[CH:25]=1)[C@H:9]([OH:22])[CH2:10][NH:11][CH2:12][C:13]1[CH:18]=[CH:17][CH:16]=[C:15]([CH:19]([CH3:21])[CH3:20])[CH:14]=1)([CH3:4])([CH3:3])[CH3:2].Cl[C:35]([O:37][CH2:38][C:39]1[CH:44]=[CH:43][CH:42]=[CH:41][CH:40]=1)=[O:36]. The catalyst is C(Cl)Cl.C(=O)([O-])[O-].[Na+].[Na+].CCOC(C)=O. The product is [C:1]([O:5][C:6](=[O:33])[NH:7][C@@H:8]([CH2:23][C:24]1[CH:29]=[CH:28][CH:27]=[C:26]([CH2:30][CH:31]=[CH2:32])[CH:25]=1)[C@H:9]([OH:22])[CH2:10][N:11]([C:35]([O:37][CH2:38][C:39]1[CH:44]=[CH:43][CH:42]=[CH:41][CH:40]=1)=[O:36])[CH2:12][C:13]1[CH:18]=[CH:17][CH:16]=[C:15]([CH:19]([CH3:21])[CH3:20])[CH:14]=1)([CH3:4])([CH3:2])[CH3:3]. The yield is 0.780. (6) The reactants are [H-].[Na+].[NH:3]1[C:11]2[C:6](=[N:7][CH:8]=[C:9]([C:12]3[CH:17]=[CH:16][N:15]=[C:14]([C:18]([O:20]C(C)C)=[O:19])[CH:13]=3)[CH:10]=2)[CH:5]=[CH:4]1.[CH:24](I)([CH3:26])[CH3:25]. The catalyst is CN(C)C=O. The product is [CH:24]([N:3]1[C:11]2[C:6](=[N:7][CH:8]=[C:9]([C:12]3[CH:17]=[CH:16][N:15]=[C:14]([C:18]([OH:20])=[O:19])[CH:13]=3)[CH:10]=2)[CH:5]=[CH:4]1)([CH3:26])[CH3:25]. The yield is 0.200.